Dataset: Reaction yield outcomes from USPTO patents with 853,638 reactions. Task: Predict the reaction yield, written as a fraction of the theoretical maximum amount of product (1.0 means a 100% yield; for example, 0.34 means a 34% yield). (1) The reactants are [F:1][C:2]1[CH:7]=[C:6]([C:8]([F:11])([F:10])[F:9])[CH:5]=[C:4]([C@:12]([C:22]2[CH:27]=[CH:26][C:25]([F:28])=[CH:24][CH:23]=2)([N+:20]#[C-:21])[CH2:13][C:14]2[CH:19]=[CH:18][CH:17]=[CH:16][CH:15]=2)[CH:3]=1.[F:29][C:30]([F:35])([F:34])[CH2:31][CH:32]=[O:33].[C:36]([OH:39])(=[O:38])C.C[O-].[Na+]. The catalyst is C1COCC1.CO.[Cl-].[Zn+2].[Cl-]. The product is [F:29][C:30]([F:35])([F:34])[CH2:31][C@H:32]([OH:33])[C:21]([NH:20][C@:12]([C:4]1[CH:5]=[C:6]([C:8]([F:10])([F:11])[F:9])[CH:7]=[C:2]([F:1])[CH:3]=1)([C:22]1[CH:27]=[CH:26][C:25]([F:28])=[CH:24][CH:23]=1)[CH2:13][C:14]1[CH:15]=[CH:16][CH:17]=[CH:18][CH:19]=1)=[O:38].[F:29][C:30]([F:35])([F:34])[CH2:31][C@@H:32]([OH:33])[C:36]([NH:20][C@:12]([C:4]1[CH:5]=[C:6]([C:8]([F:11])([F:9])[F:10])[CH:7]=[C:2]([F:1])[CH:3]=1)([C:22]1[CH:23]=[CH:24][C:25]([F:28])=[CH:26][CH:27]=1)[CH2:13][C:14]1[CH:19]=[CH:18][CH:17]=[CH:16][CH:15]=1)=[O:39]. The yield is 0.220. (2) The reactants are [F:1][C:2]1[CH:7]=[CH:6][C:5]([F:8])=[CH:4][CH:3]=1.[C:9]1(=O)[O:14][CH:12]([CH3:13])[CH2:11][CH2:10]1.Cl. No catalyst specified. The product is [F:1][C:2]1[CH:7]=[CH:6][C:5]([F:8])=[C:4]2[C:3]=1[CH:12]([CH3:13])[CH2:11][CH2:10][C:9]2=[O:14]. The yield is 0.810.